From a dataset of Forward reaction prediction with 1.9M reactions from USPTO patents (1976-2016). Predict the product of the given reaction. (1) Given the reactants [CH3:1][CH:2]([CH3:14])[CH2:3][CH:4]([OH:13])[CH2:5][CH2:6][C:7]1[CH:12]=[CH:11][CH:10]=[CH:9][CH:8]=1.[H-].[Na+].Cl[S:18]([N:21]=C=O)(=[O:20])=[O:19].C(O)=O, predict the reaction product. The product is: [S:18](=[O:20])(=[O:19])([O:13][CH:4]([CH2:3][CH:2]([CH3:14])[CH3:1])[CH2:5][CH2:6][C:7]1[CH:12]=[CH:11][CH:10]=[CH:9][CH:8]=1)[NH2:21]. (2) Given the reactants [F:1][C:2]([F:27])([F:26])[C:3]1[CH:12]=[CH:11][C:10]([N:13]2[CH2:18][CH2:17][N:16](C(OC(C)(C)C)=O)[CH2:15][CH2:14]2)=[C:9]2[C:4]=1[CH:5]=[CH:6][CH:7]=[N:8]2.Cl.O1CCOCC1, predict the reaction product. The product is: [N:13]1([C:10]2[CH:11]=[CH:12][C:3]([C:2]([F:27])([F:1])[F:26])=[C:4]3[C:9]=2[N:8]=[CH:7][CH:6]=[CH:5]3)[CH2:18][CH2:17][NH:16][CH2:15][CH2:14]1. (3) Given the reactants [CH3:1][C:2]1[O:11][C:10](=[O:12])[C:9]2[C:8](=[O:13])[CH2:7][CH:6]([CH:14]([CH3:16])[CH3:15])[O:5][C:4]=2[CH:3]=1.[OH-].[K+].C(OC)(C)(C)C.Cl, predict the reaction product. The product is: [OH:5][C:4]1[CH:3]=[C:2]([CH3:1])[O:11][C:10](=[O:12])[C:9]=1[C:8](=[O:13])[CH:7]=[CH:6][CH:14]([CH3:15])[CH3:16]. (4) Given the reactants [CH:1]1([CH:4]([C:18]2[CH:23]=[CH:22][CH:21]=[CH:20][CH:19]=2)[NH:5][C:6]([C:8]2[CH:9]=[C:10]3[C:14](=[CH:15][CH:16]=2)[NH:13][N:12]=[C:11]3I)=[O:7])[CH2:3][CH2:2]1.[CH3:24][O:25][C:26]1[CH:40]=[C:39](B2OC(C)(C)C(C)(C)O2)[CH:38]=[CH:37][C:27]=1[O:28][CH:29]1[CH2:34][CH2:33][N:32]([CH:35]=[O:36])[CH2:31][CH2:30]1.C([O-])([O-])=O.[Na+].[Na+], predict the reaction product. The product is: [CH:1]1([CH:4]([C:18]2[CH:23]=[CH:22][CH:21]=[CH:20][CH:19]=2)[NH:5][C:6]([C:8]2[CH:9]=[C:10]3[C:14](=[CH:15][CH:16]=2)[NH:13][N:12]=[C:11]3[C:39]2[CH:38]=[CH:37][C:27]([O:28][CH:29]3[CH2:34][CH2:33][N:32]([CH:35]=[O:36])[CH2:31][CH2:30]3)=[C:26]([O:25][CH3:24])[CH:40]=2)=[O:7])[CH2:3][CH2:2]1. (5) Given the reactants [Br:1][C:2]1[C:11]2[C:6](=[CH:7][CH:8]=[CH:9][CH:10]=2)[C:5](Br)=[CH:4][CH:3]=1.[Li]CCCC.[I:18]I, predict the reaction product. The product is: [I:18][C:5]1[C:6]2[C:11](=[CH:10][CH:9]=[CH:8][CH:7]=2)[C:2]([Br:1])=[CH:3][CH:4]=1. (6) The product is: [CH2:11]([O:18][C@H:19]([C@H:20]([N:1]1[CH:5]=[C:4]([C:6]([NH2:8])=[O:7])[N:3]=[CH:2]1)[CH2:21][CH2:22][C:23]1[CH:28]=[CH:27][CH:26]=[CH:25][C:24]=1[S:29][CH3:30])[CH3:36])[C:12]1[CH:17]=[CH:16][CH:15]=[CH:14][CH:13]=1. Given the reactants [NH:1]1[CH:5]=[C:4]([C:6]([NH2:8])=[O:7])[N:3]=[CH:2]1.[H-].[Na+].[CH2:11]([O:18][C@@H:19]([CH3:36])[C@@H:20](OS(C)(=O)=O)[CH2:21][CH2:22][C:23]1[CH:28]=[CH:27][CH:26]=[CH:25][C:24]=1[S:29][CH3:30])[C:12]1[CH:17]=[CH:16][CH:15]=[CH:14][CH:13]=1.O, predict the reaction product. (7) Given the reactants [Cl:1][C:2]1[CH:3]=[C:4]([CH:25]=[CH:26][C:27]=1[Cl:28])[O:5][C:6]1[C:7](=[O:24])[NH:8][C:9]([N:16]2[CH:20]=[CH:19][C:18]([N+:21]([O-])=O)=[N:17]2)=[N:10][C:11]=1[C:12]([F:15])([F:14])[F:13], predict the reaction product. The product is: [NH2:21][C:18]1[CH:19]=[CH:20][N:16]([C:9]2[NH:8][C:7](=[O:24])[C:6]([O:5][C:4]3[CH:25]=[CH:26][C:27]([Cl:28])=[C:2]([Cl:1])[CH:3]=3)=[C:11]([C:12]([F:15])([F:14])[F:13])[N:10]=2)[N:17]=1.